From a dataset of Reaction yield outcomes from USPTO patents with 853,638 reactions. Predict the reaction yield, written as a fraction of the theoretical maximum amount of product (1.0 means a 100% yield; for example, 0.34 means a 34% yield). (1) The reactants are Cl[C:2]1[C:11]2[C:6](=[CH:7][C:8]([O:14][CH3:15])=[C:9]([O:12][CH3:13])[CH:10]=2)[N:5]=[CH:4][N:3]=1.[F:16][C:17]1[CH:22]=[C:21]([N+:23]([O-:25])=[O:24])[CH:20]=[CH:19][C:18]=1[NH2:26].Cl. The catalyst is C(C#N)(C)=O. The product is [CH3:13][O:12][C:9]1[CH:10]=[C:11]2[C:6](=[CH:7][C:8]=1[O:14][CH3:15])[N:5]=[CH:4][N:3]=[C:2]2[NH:26][C:18]1[CH:19]=[CH:20][C:21]([N+:23]([O-:25])=[O:24])=[CH:22][C:17]=1[F:16]. The yield is 0.800. (2) The reactants are C(O[C:4](=[N:6][C:7](=O)[C:8]1[CH:13]=[CH:12][C:11]([Br:14])=[CH:10][CH:9]=1)[CH3:5])C.Cl.[CH3:17][S:18][C:19]1[CH:24]=[CH:23][C:22]([NH:25][NH2:26])=[CH:21][CH:20]=1.C(N(CC)CC)C.O. The catalyst is ClCCl.CO. The product is [Br:14][C:11]1[CH:10]=[CH:9][C:8]([C:7]2[N:25]([C:22]3[CH:23]=[CH:24][C:19]([S:18][CH3:17])=[CH:20][CH:21]=3)[N:26]=[C:4]([CH3:5])[N:6]=2)=[CH:13][CH:12]=1. The yield is 0.660. (3) The reactants are S(=O)(=O)(O)[OH:2].[NH2:6][C:7]1[S:11][N:10]=[C:9]([CH3:12])[C:8]=1[C:13]#[N:14].N. No catalyst specified. The product is [NH2:6][C:7]1[S:11][N:10]=[C:9]([CH3:12])[C:8]=1[C:13]([NH2:14])=[O:2]. The yield is 0.800. (4) The reactants are [C:1](=[NH:21])([O:3][CH2:4][CH2:5][C:6]1[CH:11]=[CH:10][C:9]([O:12][C:13]2[CH:18]=[CH:17][C:16]([Cl:19])=[C:15]([CH3:20])[CH:14]=2)=[CH:8][CH:7]=1)[NH2:2].[CH2:22](/[C:24](=[CH:30]/O)/[C:25](OCC)=[O:26])[CH3:23].C([O-])([O-])=O.[K+].[K+]. The catalyst is CN(C=O)C. The product is [Cl:19][C:16]1[CH:17]=[CH:18][C:13]([O:12][C:9]2[CH:8]=[CH:7][C:6]([CH2:5][CH2:4][O:3][C:1]3[NH:2][CH:30]=[C:24]([CH2:22][CH3:23])[C:25](=[O:26])[N:21]=3)=[CH:11][CH:10]=2)=[CH:14][C:15]=1[CH3:20]. The yield is 0.305. (5) The reactants are C([S:4][CH2:5][CH2:6][CH:7]([S:12]([OH:15])(=[O:14])=[O:13])[C:8]([O:10]C)=[O:9])(=O)C.[OH-].[Na+].[N+:18]([C:21]1[CH:22]=[CH:23][C:24]([S:27][S:27][C:24]2[CH:23]=[CH:22][C:21]([N+:18]([O-:20])=[O:19])=[CH:26][N:25]=2)=[N:25][CH:26]=1)([O-:20])=[O:19]. The catalyst is O.CC(N(C)C)=O. The product is [N+:18]([C:21]1[CH:22]=[CH:23][C:24]([S:27][S:4][CH2:5][CH2:6][CH:7]([S:12]([OH:15])(=[O:13])=[O:14])[C:8]([OH:10])=[O:9])=[N:25][CH:26]=1)([O-:20])=[O:19]. The yield is 0.750. (6) The reactants are [C:1]([NH:4][C:5]1[CH:6]=[C:7]2[C:11](=[CH:12][CH:13]=1)[NH:10][C:9](=[O:14])[CH2:8]2)(=[O:3])[CH3:2].[Cl:15][C:16]1[CH:17]=[C:18]([N:22]2[CH:26]=[CH:25][CH:24]=[C:23]2C=O)[CH:19]=[CH:20][CH:21]=1. The catalyst is C(O)C. The product is [Cl:15][C:16]1[CH:17]=[C:18]([N:22]2[CH:26]=[CH:25][CH:24]=[C:23]2[CH:8]2[C:7]3[C:11](=[CH:12][CH:13]=[C:5]([NH:4][C:1](=[O:3])[CH3:2])[CH:6]=3)[NH:10][C:9]2=[O:14])[CH:19]=[CH:20][CH:21]=1. The yield is 0.170.